Dataset: Full USPTO retrosynthesis dataset with 1.9M reactions from patents (1976-2016). Task: Predict the reactants needed to synthesize the given product. (1) Given the product [Br:1][C:2]1[CH:21]=[C:5]2[NH:6][C@@H:7]([C:14]3[C:15]([CH3:20])=[N:16][N:17]([CH3:19])[CH:18]=3)[CH2:8][C@@H:9]([C:10]([F:11])([F:12])[F:13])[N:4]2[N:3]=1, predict the reactants needed to synthesize it. The reactants are: [Br:1][C:2]1[CH:21]=[C:5]2[NH:6][CH:7]([C:14]3[C:15]([CH3:20])=[N:16][N:17]([CH3:19])[CH:18]=3)[CH2:8][CH:9]([C:10]([F:13])([F:12])[F:11])[N:4]2[N:3]=1. (2) The reactants are: C(OC(=O)[NH:7][C:8]1[CH:13]=[C:12]([O:14][CH2:15][CH3:16])[C:11]([C:17]([F:20])([F:19])[F:18])=[CH:10][C:9]=1[NH:21][C:22](=[O:39])[CH2:23][C:24]([C:26]1[CH:31]=[CH:30][CH:29]=[C:28]([C:32]2[CH:33]=[N:34][C:35]([CH3:38])=[CH:36][CH:37]=2)[CH:27]=1)=O)(C)(C)C.C(O)(C(F)(F)F)=O. Given the product [CH2:15]([O:14][C:12]1[C:11]([C:17]([F:20])([F:19])[F:18])=[CH:10][C:9]2[NH:21][C:22](=[O:39])[CH2:23][C:24]([C:26]3[CH:31]=[CH:30][CH:29]=[C:28]([C:32]4[CH:33]=[N:34][C:35]([CH3:38])=[CH:36][CH:37]=4)[CH:27]=3)=[N:7][C:8]=2[CH:13]=1)[CH3:16], predict the reactants needed to synthesize it. (3) Given the product [CH:1]1([C:5]2[O:9][C:8]([NH:10][C:11]3[CH:12]=[CH:13][C:14]([C:17]4[CH:22]=[CH:21][C:20]([C:23]56[CH2:28][CH2:27][C:26]([CH2:31][C:32]([OH:34])=[O:33])([CH2:29][CH2:30]5)[O:25][CH2:24]6)=[CH:19][CH:18]=4)=[N:15][CH:16]=3)=[N:7][N:6]=2)[CH2:2][CH2:3][CH2:4]1, predict the reactants needed to synthesize it. The reactants are: [CH:1]1([C:5]2[O:9][C:8]([NH:10][C:11]3[CH:12]=[CH:13][C:14]([C:17]4[CH:22]=[CH:21][C:20]([C:23]56[CH2:30][CH2:29][C:26]([CH2:31][C:32]([O:34]C)=[O:33])([CH2:27][CH2:28]5)[O:25][CH2:24]6)=[CH:19][CH:18]=4)=[N:15][CH:16]=3)=[N:7][N:6]=2)[CH2:4][CH2:3][CH2:2]1.[OH-].[Na+]. (4) Given the product [NH2:43][C:39]1[N:40]=[C:41]([CH3:42])[C:36]([CH2:35][C:34]2[CH:50]=[CH:51][C:31]([O:30][CH2:29][CH2:28][CH2:27][OH:26])=[CH:32][C:33]=2[O:52][CH3:53])=[C:37]([NH:44][CH2:45][CH2:46][CH2:47][CH2:48][CH3:49])[N:38]=1, predict the reactants needed to synthesize it. The reactants are: [F-].C([N+](CCCC)(CCCC)CCCC)CCC.[Si]([O:26][CH2:27][CH2:28][CH2:29][O:30][C:31]1[CH:51]=[CH:50][C:34]([CH2:35][C:36]2[C:37]([NH:44][CH2:45][CH2:46][CH2:47][CH2:48][CH3:49])=[N:38][C:39]([NH2:43])=[N:40][C:41]=2[CH3:42])=[C:33]([O:52][CH3:53])[CH:32]=1)(C(C)(C)C)(C)C. (5) Given the product [C:1]([O:5][C:6](=[O:8])[NH:7][CH3:13])([CH3:4])([CH3:3])[CH3:2], predict the reactants needed to synthesize it. The reactants are: [C:1]([O:5][C:6](=[O:8])[NH2:7])([CH3:4])([CH3:3])[CH3:2].[H-].[Na+].CI.[CH3:13]N(C=O)C. (6) Given the product [F:1][C:2]1[CH:7]=[CH:6][C:5]([O:8][CH2:9][CH2:10][CH3:11])=[C:4]([CH:3]=1)[NH2:12], predict the reactants needed to synthesize it. The reactants are: [F:1][C:2]1[CH:7]=[CH:6][C:5]([O:8][CH2:9][CH2:10][CH3:11])=[C:4]([N+:12]([O-])=O)[CH:3]=1. (7) Given the product [N+:16]([C:9]1[CH:8]=[C:7]([CH:12]=[CH:11][C:10]=1[N+:13]([O-:15])=[O:14])[CH2:6][N:36]1[CH2:35][CH2:34][CH:33]([N:30]2[CH2:29][CH2:28][N:27]([CH3:26])[CH2:32][CH2:31]2)[CH2:38][CH2:37]1)([O-:18])=[O:17], predict the reactants needed to synthesize it. The reactants are: CS(O[CH2:6][C:7]1[CH:12]=[CH:11][C:10]([N+:13]([O-:15])=[O:14])=[C:9]([N+:16]([O-:18])=[O:17])[CH:8]=1)(=O)=O.C(N(CC)CC)C.[CH3:26][N:27]1[CH2:32][CH2:31][N:30]([CH:33]2[CH2:38][CH2:37][NH:36][CH2:35][CH2:34]2)[CH2:29][CH2:28]1.